Dataset: Full USPTO retrosynthesis dataset with 1.9M reactions from patents (1976-2016). Task: Predict the reactants needed to synthesize the given product. (1) Given the product [O:29]([CH:2]([C:4]1[CH:22]=[CH:21][C:7]([C:8]([NH:10][CH:11]2[CH2:16][C:15]([CH3:18])([CH3:17])[NH:14][C:13]([CH3:20])([CH3:19])[CH2:12]2)=[O:9])=[CH:6][CH:5]=1)[CH3:3])[C:23]1[CH:28]=[CH:27][CH:26]=[CH:25][CH:24]=1, predict the reactants needed to synthesize it. The reactants are: Br[CH:2]([C:4]1[CH:22]=[CH:21][C:7]([C:8]([NH:10][CH:11]2[CH2:16][C:15]([CH3:18])([CH3:17])[NH:14][C:13]([CH3:20])([CH3:19])[CH2:12]2)=[O:9])=[CH:6][CH:5]=1)[CH3:3].[C:23]1([OH:29])[CH:28]=[CH:27][CH:26]=[CH:25][CH:24]=1.C([O-])([O-])=O.[K+].[K+]. (2) Given the product [F:17][C:18]([F:36])([C:32]([F:33])([F:34])[F:35])[C:19]([C:21]1[CH:26]=[CH:25][CH:24]=[C:23]([CH2:27][O:28][CH2:29][O:30][CH3:31])[CH:22]=1)=[CH:11][C:12]([O:14][CH2:15][CH3:16])=[O:13], predict the reactants needed to synthesize it. The reactants are: [H-].[Na+].C(OP([CH2:11][C:12]([O:14][CH2:15][CH3:16])=[O:13])(OCC)=O)C.[F:17][C:18]([F:36])([C:32]([F:35])([F:34])[F:33])[C:19]([C:21]1[CH:26]=[CH:25][CH:24]=[C:23]([CH2:27][O:28][CH2:29][O:30][CH3:31])[CH:22]=1)=O.O. (3) The reactants are: [CH2:1]([C@H:8]1[CH2:12][O:11][C:10](=[O:13])[NH:9]1)[C:2]1[CH:7]=[CH:6][CH:5]=[CH:4][CH:3]=1.C([Li])CCC.[CH2:19]([O:21][CH2:22][C:23](Cl)=[O:24])[CH3:20].[Cl-].[Na+]. Given the product [CH2:19]([O:21][CH2:22][C:23]([N:9]1[CH:8]([CH2:1][C:2]2[CH:3]=[CH:4][CH:5]=[CH:6][CH:7]=2)[CH2:12][O:11][C:10]1=[O:13])=[O:24])[CH3:20], predict the reactants needed to synthesize it.